From a dataset of Peptide-MHC class I binding affinity with 185,985 pairs from IEDB/IMGT. Regression. Given a peptide amino acid sequence and an MHC pseudo amino acid sequence, predict their binding affinity value. This is MHC class I binding data. The peptide sequence is IIAIVFVFI. The MHC is HLA-A02:01 with pseudo-sequence HLA-A02:01. The binding affinity (normalized) is 0.493.